Dataset: Full USPTO retrosynthesis dataset with 1.9M reactions from patents (1976-2016). Task: Predict the reactants needed to synthesize the given product. (1) Given the product [CH3:16][C:13]1[N:4]2[C:5]3[CH:12]=[CH:11][C:10]([C:25]4[CH:26]=[CH:27][C:28]([NH2:31])=[N:29][CH:30]=4)=[CH:9][C:6]=3[N:7]([CH3:33])[CH2:8][CH2:2][C:3]2=[N:15][N:14]=1, predict the reactants needed to synthesize it. The reactants are: Br[CH:2]1[CH2:8][NH:7][C:6]2[CH:9]=[CH:10][CH:11]=[CH:12][C:5]=2[N:4]2[C:13]([CH3:16])=[N:14][N:15]=[C:3]12.CC1(C)C(C)(C)OB([C:25]2[CH:26]=[CH:27][C:28]([NH2:31])=[N:29][CH:30]=2)O1.[C:33]([O-])([O-])=O.[Cs+].[Cs+]. (2) Given the product [CH3:3][C:4]1[CH:5]=[C:6]([CH2:13][C:14](=[N:17][OH:18])[NH2:15])[CH:7]=[CH:8][C:9]=1[N+:10]([O-:12])=[O:11], predict the reactants needed to synthesize it. The reactants are: CO.[CH3:3][C:4]1[CH:5]=[C:6]([CH2:13][C:14]#[N:15])[CH:7]=[CH:8][C:9]=1[N+:10]([O-:12])=[O:11].Cl.[NH2:17][OH:18]. (3) Given the product [BrH:1].[Br:1][C:16]1[S:15][C:14]2=[N:17][CH2:18][CH2:19][N:13]2[C:12]=1[C:3]1[CH:4]=[CH:5][C:6]2[C:11](=[CH:10][CH:9]=[CH:8][CH:7]=2)[CH:2]=1, predict the reactants needed to synthesize it. The reactants are: [BrH:1].[CH:2]1[C:11]2[C:6](=[CH:7][CH:8]=[CH:9][CH:10]=2)[CH:5]=[CH:4][C:3]=1[C:12]1[N:13]2[CH2:19][CH2:18][N:17]=[C:14]2[S:15][CH:16]=1.C([O-])([O-])=O.[Na+].[Na+].C(Cl)Cl.BrBr. (4) The reactants are: [C:1]([O:6][CH2:7][CH2:8][CH2:9][Si:10]([O:15][CH3:16])([O:13][CH3:14])[O:11][CH3:12])(=[O:5])[C:2]([CH3:4])=[CH2:3].[C:17]([O:22][C:23]([CH3:26])([CH3:25])[CH3:24])(=[O:21])[C:18]([CH3:20])=[CH2:19].[CH:27]12[CH2:33][CH:30]([CH:31]=[CH:32]1)[CH2:29][CH:28]2[C:34]([O:36][CH3:37])=[O:35].[C:38]1(=[O:44])[O:43][C:41](=[O:42])[CH:40]=[CH:39]1.N(C(C)(C)C#N)=NC(C)(C)C#N. Given the product [C:1]([O:6][CH2:7][CH2:8][CH2:9][Si:10]([O:15][CH3:16])([O:11][CH3:12])[O:13][CH3:14])(=[O:5])[C:2]([CH3:4])=[CH2:3].[C:17]([O:22][C:23]([CH3:26])([CH3:25])[CH3:24])(=[O:21])[C:18]([CH3:20])=[CH2:19].[CH:27]12[CH2:33][CH:30]([CH:31]=[CH:32]1)[CH2:29][CH:28]2[C:34]([O:36][CH3:37])=[O:35].[C:41]1(=[O:42])[O:43][C:38](=[O:44])[CH:39]=[CH:40]1, predict the reactants needed to synthesize it. (5) Given the product [C:1]([O:5][C:6]([N:8]1[CH2:12][C@@H:11]([CH2:13][N:14]([CH:31]([CH3:33])[CH3:32])[C:15](=[O:30])[C:16]2[CH:21]=[CH:20][C:19]([O:22][CH3:23])=[C:18]([O:24][CH2:25][CH2:26][CH2:27][O:28][CH3:29])[CH:17]=2)[C@H:10]([CH2:34][CH2:35][C:36]([OH:38])=[O:37])[CH2:9]1)=[O:7])([CH3:2])([CH3:4])[CH3:3], predict the reactants needed to synthesize it. The reactants are: [C:1]([O:5][C:6]([N:8]1[CH2:12][C@@H:11]([CH2:13][N:14]([CH:31]([CH3:33])[CH3:32])[C:15](=[O:30])[C:16]2[CH:21]=[CH:20][C:19]([O:22][CH3:23])=[C:18]([O:24][CH2:25][CH2:26][CH2:27][O:28][CH3:29])[CH:17]=2)[C@H:10]([CH2:34][CH2:35][C:36]([O:38]CC)=[O:37])[CH2:9]1)=[O:7])([CH3:4])([CH3:3])[CH3:2].[OH-].[Na+]. (6) The reactants are: [NH2:1][C:2]1[S:3][C:4]([N+:10]([O-:12])=[O:11])=[CH:5][C:6]=1[N+:7]([O-:9])=[O:8].C(O)(=O)CC.N(OS(=O)(=O)O)=O.[CH:25]([O:27][C:28](=[O:40])[CH2:29][CH2:30][N:31]([CH2:38][CH3:39])[C:32]1[CH:37]=[CH:36][CH:35]=[CH:34][CH:33]=1)=[CH2:26].S(=O)(=O)(O)[NH2:42]. Given the product [CH:25]([O:27][C:28](=[O:40])[CH2:29][CH2:30][N:31]([C:32]1[CH:37]=[CH:36][C:35]([N:42]=[N:1][C:2]2[S:3][C:4]([N+:10]([O-:12])=[O:11])=[CH:5][C:6]=2[N+:7]([O-:9])=[O:8])=[CH:34][CH:33]=1)[CH2:38][CH3:39])=[CH2:26], predict the reactants needed to synthesize it.